Dataset: Catalyst prediction with 721,799 reactions and 888 catalyst types from USPTO. Task: Predict which catalyst facilitates the given reaction. (1) Reactant: [C:1](O)(=[O:4])[CH:2]=[CH2:3]. Product: [CH3:1][CH2:2][CH3:3].[CH2:1]=[CH:2][CH3:3].[CH:1]([CH:2]=[CH2:3])=[O:4]. The catalyst class is: 6. (2) Reactant: [Br:1][C:2]1[CH:3]=[CH:4][C:5](F)=[C:6]([C:8](=O)[CH3:9])[CH:7]=1.[NH2:12][NH2:13]. Product: [Br:1][C:2]1[CH:7]=[C:6]2[C:5](=[CH:4][CH:3]=1)[NH:13][N:12]=[C:8]2[CH3:9]. The catalyst class is: 6. (3) Reactant: C12(CS(O)(=O)=O)C(C)(C)C(CC1)CC2=O.[OH:16][CH:17]1[CH2:23][O:22][C:21]([CH3:25])([CH3:24])[O:20][CH2:19][CH:18]1[CH2:26][NH:27][C:28](=[O:37])[O:29][CH2:30][C:31]1[CH:36]=[CH:35][CH:34]=[CH:33][CH:32]=1.C(Cl)(Cl)Cl.CCOC(C)=O. Product: [CH3:25][C:21]1([CH3:24])[O:20][CH:19]([CH:18]([CH2:17][OH:16])[CH2:26][NH:27][C:28](=[O:37])[O:29][CH2:30][C:31]2[CH:32]=[CH:33][CH:34]=[CH:35][CH:36]=2)[CH2:23][O:22]1. The catalyst class is: 21. (4) Reactant: [C:1](Cl)(=O)[C:2]([Cl:4])=[O:3].[K+].[C:8](/[C:10](/[C:15]1[S:16][CH:17]=[CH:18][CH:19]=1)=C/C([O-])=O)#[N:9]. Product: [C:8](/[C:10](/[C:15]1[S:16][CH:17]=[CH:18][CH:19]=1)=[CH:1]/[C:2]([Cl:4])=[O:3])#[N:9]. The catalyst class is: 2. (5) Reactant: C([O-])([O-])=O.[Cs+].[Cs+].[OH:7][C:8]1[C:16]2[CH:15]=[CH:14][S:13][C:12]=2[CH:11]=[C:10]([C:17]([O:19]CC)=O)[CH:9]=1.[F:22][C:23]1[CH:33]=[C:32](F)[CH:31]=[CH:30][C:24]=1[C:25]([N:27]([CH3:29])[CH3:28])=[O:26].[NH2:35][C:36]1[CH:41]=[CH:40][C:39]([CH3:42])=[CH:38][N:37]=1.CN(C(ON1N=NC2C=CC=NC1=2)=[N+](C)C)C.F[P-](F)(F)(F)(F)F. Product: [CH3:28][N:27]([CH3:29])[C:25]([C:24]1[CH:30]=[CH:31][C:32]([O:7][C:8]2[C:16]3[CH:15]=[CH:14][S:13][C:12]=3[CH:11]=[C:10]([C:17]([NH:35][C:36]3[CH:41]=[CH:40][C:39]([CH3:42])=[CH:38][N:37]=3)=[O:19])[CH:9]=2)=[CH:33][C:23]=1[F:22])=[O:26]. The catalyst class is: 3.